This data is from Forward reaction prediction with 1.9M reactions from USPTO patents (1976-2016). The task is: Predict the product of the given reaction. (1) Given the reactants C(N(C(C)C)C(C)C)C.[Cl:10][C:11]1[CH:19]=[CH:18][C:14]([C:15]([OH:17])=O)=[CH:13][CH:12]=1.CN(C(ON1N=NC2C=CC=CC1=2)=[N+](C)C)C.[B-](F)(F)(F)F.[CH3:42][NH:43][C@@H:44]([CH2:51][CH2:52][CH3:53])[CH2:45][N:46]1[CH2:49][CH:48]([OH:50])[CH2:47]1, predict the reaction product. The product is: [Cl:10][C:11]1[CH:12]=[CH:13][C:14]([C:15]([N:43]([C@@H:44]([CH2:51][CH2:52][CH3:53])[CH2:45][N:46]2[CH2:47][CH:48]([OH:50])[CH2:49]2)[CH3:42])=[O:17])=[CH:18][CH:19]=1. (2) The product is: [C:1]1([S:7]([C:10]2[CH:19]=[C:18]3[C:13]([CH:14]([CH2:20][NH2:21])[CH2:15][CH2:16][O:17]3)=[CH:12][CH:11]=2)(=[O:9])=[O:8])[CH:2]=[CH:3][CH:4]=[CH:5][CH:6]=1. Given the reactants [C:1]1([S:7]([C:10]2[CH:19]=[C:18]3[C:13]([CH:14]([C:20]#[N:21])[CH2:15][CH2:16][O:17]3)=[CH:12][CH:11]=2)(=[O:9])=[O:8])[CH:6]=[CH:5][CH:4]=[CH:3][CH:2]=1.CN(C=O)C, predict the reaction product. (3) The product is: [NH2:29][C:21]1[N:20]=[C:19]([C:30]2[O:31][CH:32]=[CH:33][CH:34]=2)[C:18]([C:16]2[CH:15]=[CH:14][N:13]=[C:12]([N:9]3[CH2:8][CH2:7][CH:6]([C:4]([OH:5])=[O:3])[CH2:11][CH2:10]3)[CH:17]=2)=[C:23]([C:24]2[O:25][CH:26]=[CH:27][CH:28]=2)[N:22]=1. Given the reactants C([O:3][C:4]([CH:6]1[CH2:11][CH2:10][N:9]([C:12]2[CH:17]=[C:16]([C:18]3[C:19]([C:30]4[O:31][CH:32]=[CH:33][CH:34]=4)=[N:20][C:21]([NH2:29])=[N:22][C:23]=3[C:24]3[O:25][CH:26]=[CH:27][CH:28]=3)[CH:15]=[CH:14][N:13]=2)[CH2:8][CH2:7]1)=[O:5])C.[OH-].[Na+], predict the reaction product. (4) Given the reactants Br[C:2]1[CH:7]=[CH:6][C:5]([C:8]([N:10]2[CH2:15][CH2:14][N:13]([C:16]3[CH:21]=[CH:20][C:19]([CH3:22])=[CH:18][C:17]=3[CH3:23])[CH2:12][CH2:11]2)=[O:9])=[CH:4][C:3]=1[F:24].[O:25]1[CH2:29][CH2:28][NH:27][C:26]1=[O:30], predict the reaction product. The product is: [CH3:23][C:17]1[CH:18]=[C:19]([CH3:22])[CH:20]=[CH:21][C:16]=1[N:13]1[CH2:14][CH2:15][N:10]([C:8]([C:5]2[CH:6]=[CH:7][C:2]([N:27]3[CH2:28][CH2:29][O:25][C:26]3=[O:30])=[C:3]([F:24])[CH:4]=2)=[O:9])[CH2:11][CH2:12]1. (5) Given the reactants [Br:1][C:2]1[CH:7]=[CH:6][CH:5]=[C:4](I)[CH:3]=1.[N:9]1[CH:14]=[CH:13][CH:12]=[C:11](B(O)O)[CH:10]=1.C([O-])([O-])=O.[K+].[K+], predict the reaction product. The product is: [Br:1][C:2]1[CH:3]=[C:4]([C:11]2[CH:10]=[N:9][CH:14]=[CH:13][CH:12]=2)[CH:5]=[CH:6][CH:7]=1.